This data is from Catalyst prediction with 721,799 reactions and 888 catalyst types from USPTO. The task is: Predict which catalyst facilitates the given reaction. (1) Reactant: [C:1]([C:3]1[CH:8]=[CH:7][N:6]=[C:5]([N:9]2[C:16]3[C@H:15]4[CH2:17][C@H:14]4[CH2:13][C:12]=3[C:11]([C:18](O)=[O:19])=[N:10]2)[CH:4]=1)#[N:2].C(N(CC)CC)C.CN(C(ON1N=NC2C=CC=NC1=2)=[N+](C)C)C.F[P-](F)(F)(F)(F)F.Cl.[NH2:53][C@@H:54]([CH2:57][C:58]([F:61])([F:60])[F:59])[CH2:55][OH:56]. Product: [F:59][C:58]([F:61])([F:60])[CH2:57][C@H:54]([NH:53][C:18]([C:11]1[C:12]2[CH2:13][C@@H:14]3[CH2:17][C@@H:15]3[C:16]=2[N:9]([C:5]2[CH:4]=[C:3]([C:1]#[N:2])[CH:8]=[CH:7][N:6]=2)[N:10]=1)=[O:19])[CH2:55][OH:56]. The catalyst class is: 3. (2) Reactant: [Cl:1][C:2]1[N:7]=[C:6]([Cl:8])[C:5]([OH:9])=[C:4]([Cl:10])[N:3]=1.[CH2:11]([O:13][C:14](=[O:18])[C@H:15](O)[CH3:16])[CH3:12].C1(P(C2C=CC=CC=2)C2C=CC=CC=2)C=CC=CC=1.CC(OC(/N=N/C(OC(C)C)=O)=O)C. The catalyst class is: 12. Product: [CH2:11]([O:13][C:14](=[O:18])[C@H:15]([O:9][C:5]1[C:4]([Cl:10])=[N:3][C:2]([Cl:1])=[N:7][C:6]=1[Cl:8])[CH3:16])[CH3:12].